From a dataset of Forward reaction prediction with 1.9M reactions from USPTO patents (1976-2016). Predict the product of the given reaction. (1) Given the reactants [Br:1][C:2]1[N:10]([CH2:11][C:12]2[CH:17]=[CH:16][C:15]([Cl:18])=[CH:14][CH:13]=2)[C:9]2[C:8](=[O:19])[NH:7][C:6](=[O:20])[N:5]([CH3:21])[C:4]=2[N:3]=1.C(=O)([O-])[O-].[K+].[K+].Br[CH2:29][CH2:30][CH2:31][O:32][Si:33]([C:36]([CH3:39])([CH3:38])[CH3:37])([CH3:35])[CH3:34], predict the reaction product. The product is: [Br:1][C:2]1[N:10]([CH2:11][C:12]2[CH:13]=[CH:14][C:15]([Cl:18])=[CH:16][CH:17]=2)[C:9]2[C:8](=[O:19])[N:7]([CH2:29][CH2:30][CH2:31][O:32][Si:33]([C:36]([CH3:37])([CH3:39])[CH3:38])([CH3:34])[CH3:35])[C:6](=[O:20])[N:5]([CH3:21])[C:4]=2[N:3]=1. (2) Given the reactants [C:1]([O:5][C:6]([NH:8][C@@H:9]([CH2:13][CH2:14][C:15]1[CH:20]=[CH:19][CH:18]=[CH:17][CH:16]=1)[C:10]([OH:12])=[O:11])=[O:7])([CH3:4])([CH3:3])[CH3:2].[CH3:21][Si](C=[N+]=[N-])(C)C, predict the reaction product. The product is: [CH3:21][O:11][C:10](=[O:12])[C@@H:9]([NH:8][C:6]([O:5][C:1]([CH3:4])([CH3:2])[CH3:3])=[O:7])[CH2:13][CH2:14][C:15]1[CH:16]=[CH:17][CH:18]=[CH:19][CH:20]=1. (3) Given the reactants C(NC(C)C)(C)C.[Li]CCCC.[Cl:13][CH2:14][CH2:15][CH2:16][C@H:17]([CH2:32][CH:33]=[CH2:34])[C:18](N([C@@H](C)[C@@H](O)C1C=CC=CC=1)C)=[O:19], predict the reaction product. The product is: [Cl:13][CH2:14][CH2:15][CH2:16][C@H:17]([CH2:32][CH:33]=[CH2:34])[CH2:18][OH:19]. (4) Given the reactants [CH3:1][C:2]1[CH:7]=[C:6]([CH2:8]Cl)[C:5]([CH3:10])=[CH:4][C:3]=1CCl.[OH2:13].[C:14](=[O:17])([O-])[O-].[K+].[K+], predict the reaction product. The product is: [CH3:1][C:2]1[CH:7]=[C:6]([CH2:8][OH:13])[C:5]([CH3:10])=[CH:4][C:3]=1[CH2:14][OH:17]. (5) Given the reactants [NH2:1][CH2:2][CH2:3][N:4]1[C:13](=[O:14])[C:12]2[CH:15]=[C:16]([N+:18]([O-])=O)[CH:17]=[C:10]3[C:11]=2[C:6](=[CH:7][CH:8]=[CH:9]3)[C:5]1=[O:21], predict the reaction product. The product is: [NH2:18][C:16]1[CH:17]=[C:10]2[CH:9]=[CH:8][CH:7]=[C:6]3[C:11]2=[C:12]([CH:15]=1)[C:13](=[O:14])[N:4]([CH2:3][CH2:2][NH2:1])[C:5]3=[O:21]. (6) Given the reactants [C:1]([C:3]1[C:11]2[S:10][C:9]([NH:12][C:13](=[O:17])[NH:14][CH2:15][CH3:16])=[N:8][C:7]=2[CH:6]=[C:5]([C:18]2[CH:19]=[N:20][C:21]([N:24]3[CH2:29][CH2:28][C:27]([CH3:35])([C:30]([O:32][CH2:33][CH3:34])=[O:31])[CH2:26][CH2:25]3)=[N:22][CH:23]=2)[CH:4]=1)#[N:2].Cl.[NH2:37]O.[C:39](Cl)(=[O:41])[CH3:40], predict the reaction product. The product is: [CH2:15]([NH:14][C:13]([NH:12][C:9]1[S:10][C:11]2[C:3]([C:1]3[N:37]=[C:39]([CH3:40])[O:41][N:2]=3)=[CH:4][C:5]([C:18]3[CH:23]=[N:22][C:21]([N:24]4[CH2:29][CH2:28][C:27]([CH3:35])([C:30]([O:32][CH2:33][CH3:34])=[O:31])[CH2:26][CH2:25]4)=[N:20][CH:19]=3)=[CH:6][C:7]=2[N:8]=1)=[O:17])[CH3:16]. (7) Given the reactants Cl[C:2]1[N:7]=[CH:6][C:5]2[CH:8]=[N:9][N:10]([C:11]3[N:16]=[C:15]([N:17]4[CH2:23][C:22]([O:25][CH3:26])([CH3:24])[CH2:21][N:20]([C:27]([O:29][C:30]([CH3:33])([CH3:32])[CH3:31])=[O:28])[CH2:19][CH2:18]4)[CH:14]=[CH:13][CH:12]=3)[C:4]=2[CH:3]=1.CC1(C)C(C)(C)OB([C:42]2[CH:43]=[N:44][NH:45][CH:46]=2)O1.C([O-])([O-])=O.[Na+].[Na+], predict the reaction product. The product is: [NH:44]1[CH:43]=[C:42]([C:2]2[N:7]=[CH:6][C:5]3[CH:8]=[N:9][N:10]([C:11]4[N:16]=[C:15]([N:17]5[CH2:23][C:22]([O:25][CH3:26])([CH3:24])[CH2:21][N:20]([C:27]([O:29][C:30]([CH3:33])([CH3:32])[CH3:31])=[O:28])[CH2:19][CH2:18]5)[CH:14]=[CH:13][CH:12]=4)[C:4]=3[CH:3]=2)[CH:46]=[N:45]1.